Predict the reactants needed to synthesize the given product. From a dataset of Full USPTO retrosynthesis dataset with 1.9M reactions from patents (1976-2016). (1) Given the product [CH2:1]([N:3]([CH2:31][C:32]1[CH:37]=[CH:36][C:35]([O:38][CH2:42][CH2:43][N:45]([CH2:47][CH:48]([CH3:50])[CH3:49])[CH3:46])=[C:34]([F:39])[CH:33]=1)[C:4]1[CH:9]=[C:8]([O:10][CH3:11])[C:7]([O:12][CH3:13])=[CH:6][C:5]=1[CH:14]1[CH2:23][CH2:22][C:21]2[CH:20]=[C:19]([OH:24])[CH:18]=[CH:17][C:16]=2[CH2:15]1)[CH3:2], predict the reactants needed to synthesize it. The reactants are: [CH2:1]([N:3]([C:31](=O)[C:32]1[CH:37]=[CH:36][C:35]([OH:38])=[C:34]([F:39])[CH:33]=1)[C:4]1[CH:9]=[C:8]([O:10][CH3:11])[C:7]([O:12][CH3:13])=[CH:6][C:5]=1[CH:14]1[CH2:23][CH2:22][C:21]2[CH:20]=[C:19]([O:24]C(=O)C(C)(C)C)[CH:18]=[CH:17][C:16]=2[CH2:15]1)[CH3:2].Cl[CH2:42][C:43]([N:45]([CH2:47][CH:48]([CH3:50])[CH3:49])[CH3:46])=O. (2) Given the product [CH2:1]([N:19]1[CH:20]=[CH:21][N:22]=[C:18]1[N+:15]([O-:17])=[O:16])[C:2]1[CH:7]=[CH:6][CH:5]=[CH:4][CH:3]=1, predict the reactants needed to synthesize it. The reactants are: [CH2:1](Br)[C:2]1[CH:7]=[CH:6][CH:5]=[CH:4][CH:3]=1.C([O-])([O-])=O.[K+].[K+].[N+:15]([C:18]1[NH:19][CH:20]=[CH:21][N:22]=1)([O-:17])=[O:16].O. (3) Given the product [OH:35][C:29]([C:31]([F:34])([F:33])[F:32])=[O:30].[F:28][C:6]1[C:7]([C:15]2[CH2:16][NH:17][CH2:18][CH2:19][CH:20]=2)=[C:8]2[C:12](=[C:4]([C:1]([NH2:2])=[O:3])[CH:5]=1)[NH:11][C:10]([CH3:13])=[C:9]2[CH3:14], predict the reactants needed to synthesize it. The reactants are: [C:1]([C:4]1[CH:5]=[C:6]([F:28])[C:7]([C:15]2[CH2:16][N:17](C(OC(C)(C)C)=O)[CH2:18][CH2:19][CH:20]=2)=[C:8]2[C:12]=1[NH:11][C:10]([CH3:13])=[C:9]2[CH3:14])(=[O:3])[NH2:2].[C:29]([OH:35])([C:31]([F:34])([F:33])[F:32])=[O:30]. (4) Given the product [NH2:20][C:15]1[CH:16]=[CH:17][CH:18]=[CH:19][C:14]=1[NH:13][C:11](=[O:12])[C:10]1[CH:28]=[CH:29][C:7]([CH:4]2[CH2:3][CH2:2][N:1]([CH2:39][C:33]3[C:34]([CH3:38])=[N:35][N:36]([CH3:37])[C:32]=3[O:31][CH3:30])[CH2:6][CH2:5]2)=[CH:8][CH:9]=1, predict the reactants needed to synthesize it. The reactants are: [NH:1]1[CH2:6][CH2:5][CH:4]([C:7]2[CH:29]=[CH:28][C:10]([C:11]([NH:13][C:14]3[CH:19]=[CH:18][CH:17]=[CH:16][C:15]=3[NH:20]C(=O)OC(C)(C)C)=[O:12])=[CH:9][CH:8]=2)[CH2:3][CH2:2]1.[CH3:30][O:31][C:32]1[N:36]([CH3:37])[N:35]=[C:34]([CH3:38])[C:33]=1[CH:39]=O. (5) Given the product [C:17]([O:16][C:14]([N:11]1[CH2:12][CH2:13][N:8]([C:5]2[N:6]=[CH:7][C:2]([C:27]3[C:26]4[C:30](=[CH:31][C:23]([F:22])=[CH:24][CH:25]=4)[N:29]([C:32]([O:34][C:35]([CH3:38])([CH3:37])[CH3:36])=[O:33])[CH:28]=3)=[CH:3][CH:4]=2)[C:9](=[O:21])[CH2:10]1)=[O:15])([CH3:20])([CH3:19])[CH3:18], predict the reactants needed to synthesize it. The reactants are: Br[C:2]1[CH:3]=[CH:4][C:5]([N:8]2[CH2:13][CH2:12][N:11]([C:14]([O:16][C:17]([CH3:20])([CH3:19])[CH3:18])=[O:15])[CH2:10][C:9]2=[O:21])=[N:6][CH:7]=1.[F:22][C:23]1[CH:31]=[C:30]2[C:26]([C:27](B3OC(C)(C)C(C)(C)O3)=[CH:28][N:29]2[C:32]([O:34][C:35]([CH3:38])([CH3:37])[CH3:36])=[O:33])=[CH:25][CH:24]=1. (6) Given the product [OH:58][CH2:57][C@H:55]1[NH:54][C:53](=[O:59])[C@H:52]([NH:51][C:33]([C:30]2[CH:31]=[CH:32][C:27]([C:24]3[CH:23]=[CH:22][C:21]([CH2:20][C@H:19]([NH:18][C:16]([C@H:13]4[CH2:12][CH2:11][C@H:10]([CH2:9][NH:8][C:6](=[O:7])[O:5][C:1]([CH3:4])([CH3:2])[CH3:3])[CH2:15][CH2:14]4)=[O:17])[C:37](=[O:49])[NH:38][C:39]4[CH:48]=[CH:47][C:42]5[NH:43][C:44](=[O:46])[NH:45][C:41]=5[CH:40]=4)=[CH:26][CH:25]=3)=[C:28]([CH3:36])[CH:29]=2)=[O:34])[CH2:56]1, predict the reactants needed to synthesize it. The reactants are: [C:1]([O:5][C:6]([NH:8][CH2:9][C@H:10]1[CH2:15][CH2:14][C@H:13]([C:16]([NH:18][C@H:19]([C:37](=[O:49])[NH:38][C:39]2[CH:48]=[CH:47][C:42]3[NH:43][C:44](=[O:46])[NH:45][C:41]=3[CH:40]=2)[CH2:20][C:21]2[CH:26]=[CH:25][C:24]([C:27]3[CH:32]=[CH:31][C:30]([C:33](O)=[O:34])=[CH:29][C:28]=3[CH3:36])=[CH:23][CH:22]=2)=[O:17])[CH2:12][CH2:11]1)=[O:7])([CH3:4])([CH3:3])[CH3:2].Cl.[NH2:51][C@@H:52]1[CH2:56][C@@H:55]([CH2:57][OH:58])[NH:54][C:53]1=[O:59].C(N(CC)C(C)C)(C)C.C(P1(=O)OP(=O)(CCC)OP(=O)(CCC)O1)CC.F[P-](F)(F)(F)(F)F.CN(C(ON1C2=NC=CC=C2N=N1)=[N+](C)C)C. (7) The reactants are: [CH:1]([NH:3][C:4]1[CH:9]=[CH:8][CH:7]=[CH:6][C:5]=1[C:10](=[O:43])[CH2:11][N:12]1[C:21](=[O:22])[C:20]2[N:19]([CH2:23][CH:24]=[C:25]([CH3:27])[CH3:26])[C:18]([N:28]3[CH2:33][CH2:32][CH2:31][CH:30]([NH:34]C(OC(C)(C)C)=O)[CH2:29]3)=[N:17][C:16]=2[N:15]([CH3:42])[C:13]1=[O:14])=[O:2].FC(F)(F)C(O)=O.[OH-].[Na+]. Given the product [CH:1]([NH:3][C:4]1[CH:9]=[CH:8][CH:7]=[CH:6][C:5]=1[C:10](=[O:43])[CH2:11][N:12]1[C:21](=[O:22])[C:20]2[N:19]([CH2:23][CH:24]=[C:25]([CH3:27])[CH3:26])[C:18]([N:28]3[CH2:33][CH2:32][CH2:31][CH:30]([NH2:34])[CH2:29]3)=[N:17][C:16]=2[N:15]([CH3:42])[C:13]1=[O:14])=[O:2], predict the reactants needed to synthesize it. (8) Given the product [Cl:1][C:2]1[CH:3]=[CH:4][C:5]2[C:11]3[N:12]=[C:13]([I:26])[N:14]=[CH:15][C:10]=3[CH2:9][N:8]=[C:7]([C:17]3[C:22]([F:23])=[CH:21][CH:20]=[CH:19][C:18]=3[F:24])[C:6]=2[CH:25]=1, predict the reactants needed to synthesize it. The reactants are: [Cl:1][C:2]1[CH:3]=[CH:4][C:5]2[C:11]3[N:12]=[C:13](N)[N:14]=[CH:15][C:10]=3[CH2:9][N:8]=[C:7]([C:17]3[C:22]([F:23])=[CH:21][CH:20]=[CH:19][C:18]=3[F:24])[C:6]=2[CH:25]=1.[I:26]CI.N(OCCC(C)C)=O.Cl. (9) Given the product [CH3:4][C:3]1[CH:5]=[C:6]([C:7]2[CH:12]=[CH:11][C:10]([N+:13]([O-:15])=[O:14])=[CH:9][CH:8]=2)[O:1][N:2]=1, predict the reactants needed to synthesize it. The reactants are: [OH:1]/[N:2]=[C:3](\[CH:5]=[CH:6]\[C:7]1[CH:12]=[CH:11][C:10]([N+:13]([O-:15])=[O:14])=[CH:9][CH:8]=1)/[CH3:4].[I-].[K+].II.C([O-])(O)=O.[Na+].